This data is from Full USPTO retrosynthesis dataset with 1.9M reactions from patents (1976-2016). The task is: Predict the reactants needed to synthesize the given product. (1) Given the product [CH3:2][O:3][C:4](=[O:7])[CH2:5][NH:6][C:17]1[CH:16]=[C:11]([CH:10]=[CH:9][C:18]=1[N+:19]([O-:21])=[O:20])[C:12]([O:14][CH3:15])=[O:13], predict the reactants needed to synthesize it. The reactants are: Cl.[CH3:2][O:3][C:4](=[O:7])[CH2:5][NH2:6].F[C:9]1[CH:10]=[C:11]([CH:16]=[CH:17][C:18]=1[N+:19]([O-:21])=[O:20])[C:12]([O:14][CH3:15])=[O:13].CCN(C(C)C)C(C)C. (2) Given the product [ClH:2].[Cl:29][C:30]1[C:31]([F:37])=[C:32]([CH:34]=[CH:35][CH:36]=1)[NH:33][C:3]1[C:12]2[C:7](=[CH:8][C:9]([O:27][CH3:28])=[C:10]([O:13][C@H:14]3[CH2:19][CH2:18][CH2:17][NH:16][CH2:15]3)[CH:11]=2)[N:6]=[CH:5][N:4]=1, predict the reactants needed to synthesize it. The reactants are: Cl.[Cl:2][C:3]1[C:12]2[C:7](=[CH:8][C:9]([O:27][CH3:28])=[C:10]([O:13][C@H:14]3[CH2:19][CH2:18][CH2:17][N:16](C(OC(C)(C)C)=O)[CH2:15]3)[CH:11]=2)[N:6]=[CH:5][N:4]=1.[Cl:29][C:30]1[C:31]([F:37])=[C:32]([CH:34]=[CH:35][CH:36]=1)[NH2:33]. (3) Given the product [Cl:1][C:2]1[CH:3]=[C:4]([CH:10]=[C:11]([O:15][CH3:16])[C:12]=1[CH2:13][N:20]1[CH2:19][CH2:18][N:17]([C:23]([O:25][C:26]([CH3:29])([CH3:28])[CH3:27])=[O:24])[CH2:22][CH2:21]1)[C:5]([OH:7])=[O:6], predict the reactants needed to synthesize it. The reactants are: [Cl:1][C:2]1[CH:3]=[C:4]([CH:10]=[C:11]([O:15][CH3:16])[C:12]=1[CH:13]=O)[C:5]([O:7]CC)=[O:6].[N:17]1([C:23]([O:25][C:26]([CH3:29])([CH3:28])[CH3:27])=[O:24])[CH2:22][CH2:21][NH:20][CH2:19][CH2:18]1. (4) Given the product [F:2][C:3]1[CH:4]=[CH:5][C:6]([C:7]([CH:9]2[CH2:14][CH2:13][N:12]([C:19]3[CH:24]=[CH:23][N:22]=[CH:21][CH:20]=3)[CH2:11][CH2:10]2)=[O:8])=[CH:15][CH:16]=1, predict the reactants needed to synthesize it. The reactants are: Cl.[F:2][C:3]1[CH:16]=[CH:15][C:6]([C:7]([CH:9]2[CH2:14][CH2:13][NH:12][CH2:11][CH2:10]2)=[O:8])=[CH:5][CH:4]=1.Cl.Cl[C:19]1[CH:24]=[CH:23][N:22]=[CH:21][CH:20]=1.C(N(CC)CC)C.